The task is: Predict the reactants needed to synthesize the given product.. This data is from Full USPTO retrosynthesis dataset with 1.9M reactions from patents (1976-2016). Given the product [CH2:35]([NH:42][C:20](=[O:22])[CH2:19][CH2:18][N:15]1[CH2:14][CH2:13][CH:12]([NH:11][CH2:10][C@H:9]([O:8][Si:1]([C:4]([CH3:6])([CH3:5])[CH3:7])([CH3:3])[CH3:2])[C:23]2[CH:32]=[CH:31][C:30]([OH:33])=[C:29]3[C:24]=2[CH:25]=[CH:26][C:27](=[O:34])[NH:28]3)[CH2:17][CH2:16]1)[C:36]1[CH:41]=[CH:40][CH:39]=[CH:38][CH:37]=1, predict the reactants needed to synthesize it. The reactants are: [Si:1]([O:8][C@H:9]([C:23]1[CH:32]=[CH:31][C:30]([OH:33])=[C:29]2[C:24]=1[CH:25]=[CH:26][C:27](=[O:34])[NH:28]2)[CH2:10][NH:11][CH:12]1[CH2:17][CH2:16][N:15]([CH2:18][CH2:19][C:20]([OH:22])=O)[CH2:14][CH2:13]1)([C:4]([CH3:7])([CH3:6])[CH3:5])([CH3:3])[CH3:2].[CH2:35]([NH2:42])[C:36]1[CH:41]=[CH:40][CH:39]=[CH:38][CH:37]=1.C(N(CC)CC)C.CN(C(ON1N=NC2C=CC=NC1=2)=[N+](C)C)C.F[P-](F)(F)(F)(F)F.